Dataset: Catalyst prediction with 721,799 reactions and 888 catalyst types from USPTO. Task: Predict which catalyst facilitates the given reaction. (1) Reactant: [NH2:1][C:2]1[N:32]=[C:5]2[CH:6]=[CH:7][C:8]([O:10][C:11]3[CH:12]=[C:13]([NH:18][C:19](=[O:31])[C:20]4[CH:25]=[CH:24][CH:23]=[C:22]([C:26]([C:29]#[N:30])([CH3:28])[CH3:27])[CH:21]=4)[CH:14]=[CH:15][C:16]=3[CH3:17])=[CH:9][N:4]2[N:3]=1.[N:33]1[CH:38]=[CH:37][CH:36]=[C:35]([C:39](Cl)=[O:40])[CH:34]=1.C(=O)([O-])O.[Na+]. Product: [C:29]([C:26]([C:22]1[CH:21]=[C:20]([C:19]([NH:18][C:13]2[CH:14]=[CH:15][C:16]([CH3:17])=[C:11]([CH:12]=2)[O:10][C:8]2[CH:7]=[CH:6][C:5]3[N:4]([N:3]=[C:2]([NH:1][C:39]([C:35]4[CH:34]=[N:33][CH:38]=[CH:37][CH:36]=4)=[O:40])[N:32]=3)[CH:9]=2)=[O:31])[CH:25]=[CH:24][CH:23]=1)([CH3:28])[CH3:27])#[N:30]. The catalyst class is: 17. (2) Reactant: [CH2:1]([CH:3]([CH2:29][CH2:30][CH2:31][CH3:32])[C:4]#[C:5][C:6]1[C:14]2[S:15][CH:16]=[CH:17][C:13]=2[C:12]([C:18]#[C:19][CH:20]([CH2:27][CH3:28])[CH2:21][CH2:22][CH2:23][CH2:24][CH2:25][CH3:26])=[C:8]2[S:9][CH:10]=[CH:11][C:7]=12)[CH3:2].[C:33]([Li])([CH3:36])([CH3:35])C.[CH:38]([Si:41](Cl)([CH:45]([CH3:47])[CH3:46])[CH:42]([CH3:44])[CH3:43])([CH3:40])[CH3:39]. Product: [CH2:1]([CH:3]([CH2:29][CH2:30][CH2:31][CH3:32])[C:4]#[C:5][C:6]1[C:14]2[S:15][C:16]([Si:41]([CH:42]([CH3:44])[CH3:43])([CH:33]([CH3:36])[CH3:35])[CH:38]([CH3:40])[CH3:39])=[CH:17][C:13]=2[C:12]([C:18]#[C:19][CH:20]([CH2:27][CH3:28])[CH2:21][CH2:22][CH2:23][CH2:24][CH2:25][CH3:26])=[C:8]2[S:9][C:10]([Si:41]([CH:45]([CH3:47])[CH3:46])([CH:42]([CH3:44])[CH3:43])[CH:38]([CH3:40])[CH3:39])=[CH:11][C:7]=12)[CH3:2]. The catalyst class is: 1. (3) Reactant: [C:1]([O:5][C:6]([N:8]([CH2:27][C:28]1[CH:33]=[CH:32][C:31]([O:34][CH3:35])=[CH:30][C:29]=1[O:36][CH3:37])[C:9]1[N:14]=[C:13]2[NH:15][C:16]([C:18]([O:20][CH2:21][CH3:22])=[O:19])=[CH:17][C:12]2=[C:11]2[N:23]([CH3:26])[CH:24]=[N:25][C:10]=12)=[O:7])([CH3:4])([CH3:3])[CH3:2].[CH2:38](I)[CH3:39].C(=O)([O-])[O-].[Cs+].[Cs+]. Product: [C:1]([O:5][C:6]([N:8]([CH2:27][C:28]1[CH:33]=[CH:32][C:31]([O:34][CH3:35])=[CH:30][C:29]=1[O:36][CH3:37])[C:9]1[N:14]=[C:13]2[N:15]([CH2:38][CH3:39])[C:16]([C:18]([O:20][CH2:21][CH3:22])=[O:19])=[CH:17][C:12]2=[C:11]2[N:23]([CH3:26])[CH:24]=[N:25][C:10]=12)=[O:7])([CH3:4])([CH3:3])[CH3:2]. The catalyst class is: 39. (4) Product: [CH3:4][C:3]([NH:6][C:7](=[O:16])[O:8][CH2:9][C:10]1[CH:15]=[CH:14][CH:13]=[CH:12][CH:11]=1)([CH3:5])[CH2:2][S:1][CH3:17]. Reactant: [SH:1][CH2:2][C:3]([NH:6][C:7](=[O:16])[O:8][CH2:9][C:10]1[CH:15]=[CH:14][CH:13]=[CH:12][CH:11]=1)([CH3:5])[CH3:4].[CH3:17]I. The catalyst class is: 5. (5) Reactant: [F:1][C:2]([F:18])([S:14]([O-:17])(=[O:16])=[O:15])[C:3]([F:13])([F:12])[CH2:4][CH2:5][O:6][C:7](=[O:11])[C:8]([CH3:10])=[CH2:9].C([NH+](CC)CC)C.[Br-].[C:27]1([S+:33]([C:40]2[CH:45]=[CH:44][CH:43]=[CH:42][CH:41]=2)[C:34]2[CH:39]=[CH:38][CH:37]=[CH:36][CH:35]=2)[CH:32]=[CH:31][CH:30]=[CH:29][CH:28]=1. Product: [F:18][C:2]([F:1])([S:14]([O-:17])(=[O:16])=[O:15])[C:3]([F:13])([F:12])[CH2:4][CH2:5][O:6][C:7](=[O:11])[C:8]([CH3:10])=[CH2:9].[C:40]1([S+:33]([C:27]2[CH:28]=[CH:29][CH:30]=[CH:31][CH:32]=2)[C:34]2[CH:39]=[CH:38][CH:37]=[CH:36][CH:35]=2)[CH:41]=[CH:42][CH:43]=[CH:44][CH:45]=1. The catalyst class is: 22. (6) Reactant: [C:1]([O:5][C:6]([N:8]1[CH2:17][CH2:16][C:15]2[C:10](=[CH:11][C:12]([OH:20])=[C:13]([O:18][CH3:19])[CH:14]=2)[CH:9]1[CH2:21][C:22]1[CH:27]=[CH:26][C:25]([Cl:28])=[C:24]([Cl:29])[CH:23]=1)=[O:7])([CH3:4])([CH3:3])[CH3:2].CCN(CC)CC.[F:37][C:38]([F:51])([F:50])[S:39](O[S:39]([C:38]([F:51])([F:50])[F:37])(=[O:41])=[O:40])(=[O:41])=[O:40].C([O-])(O)=O.[Na+]. Product: [C:1]([O:5][C:6]([N:8]1[CH2:17][CH2:16][C:15]2[C:10](=[CH:11][C:12]([O:20][S:39]([C:38]([F:51])([F:50])[F:37])(=[O:41])=[O:40])=[C:13]([O:18][CH3:19])[CH:14]=2)[CH:9]1[CH2:21][C:22]1[CH:27]=[CH:26][C:25]([Cl:28])=[C:24]([Cl:29])[CH:23]=1)=[O:7])([CH3:4])([CH3:2])[CH3:3]. The catalyst class is: 2. (7) Reactant: [C:1]([C:3]1[C:4]([N:15]2[CH2:20][C@@H:19]3[CH2:21][C@H:16]2[CH2:17][N:18]3C(OC(C)(C)C)=O)=[N:5][C:6]([CH3:14])=[C:7]([C:9]([O:11][CH2:12][CH3:13])=[O:10])[CH:8]=1)#[N:2].Cl.O1CCOCC1. Product: [C@H:16]12[CH2:21][C@H:19]([NH:18][CH2:17]1)[CH2:20][N:15]2[C:4]1[C:3]([C:1]#[N:2])=[CH:8][C:7]([C:9]([O:11][CH2:12][CH3:13])=[O:10])=[C:6]([CH3:14])[N:5]=1. The catalyst class is: 14. (8) Reactant: [Cl:1][C:2]1[N:7]=[C:6]([NH:8][CH2:9][CH3:10])[C:5]([C:11]([OH:19])=[C:12]([C:17]#[N:18])[C:13]([NH:15][CH3:16])=[O:14])=[CH:4][CH:3]=1. Product: [NH2:18][C:17]1[N:8]([CH2:9][CH3:10])[C:6]2[C:5]([C:11](=[O:19])[C:12]=1[C:13]([NH:15][CH3:16])=[O:14])=[CH:4][CH:3]=[C:2]([Cl:1])[N:7]=2. The catalyst class is: 51. (9) Reactant: Cl[C:2]1[N:7]=[CH:6][N:5]=[C:4]([C:8]2[CH:9]=[CH:10][C:11]([O:16][CH:17]3[CH2:22][CH2:21][O:20][CH2:19][CH2:18]3)=[C:12]([CH:15]=2)[C:13]#[N:14])[N:3]=1.[NH2:23][C:24]1[CH:25]=[C:26]2[C:30](=[CH:31][CH:32]=1)[NH:29][C:28](=[O:33])[C:27]2([CH3:35])[CH3:34].C(N(CC)C(C)C)(C)C. Product: [CH3:34][C:27]1([CH3:35])[C:26]2[C:30](=[CH:31][CH:32]=[C:24]([NH:23][C:2]3[N:7]=[CH:6][N:5]=[C:4]([C:8]4[CH:9]=[CH:10][C:11]([O:16][CH:17]5[CH2:22][CH2:21][O:20][CH2:19][CH2:18]5)=[C:12]([CH:15]=4)[C:13]#[N:14])[N:3]=3)[CH:25]=2)[NH:29][C:28]1=[O:33]. The catalyst class is: 10. (10) The catalyst class is: 3. Reactant: [C:1]([C:3]1[N:7]([CH3:8])[C:6]([C:9]([NH2:11])=[O:10])=[N:5][CH:4]=1)#[CH:2].I[C:13]1[CH:14]=[C:15]([CH:37]=[CH:38][C:39]=1[CH3:40])[C:16]([NH:18][C:19]1[CH:24]=[CH:23][C:22]([CH2:25][N:26]2[CH2:31][CH2:30][N:29]([CH3:32])[CH2:28][CH2:27]2)=[C:21]([C:33]([F:36])([F:35])[F:34])[CH:20]=1)=[O:17].N#N.C(N(CC)C(C)C)(C)C. Product: [CH3:8][N:7]1[C:3]([C:1]#[C:2][C:38]2[CH:37]=[C:15]([C:16](=[O:17])[NH:18][C:19]3[CH:24]=[CH:23][C:22]([CH2:25][N:26]4[CH2:31][CH2:30][N:29]([CH3:32])[CH2:28][CH2:27]4)=[C:21]([C:33]([F:34])([F:35])[F:36])[CH:20]=3)[CH:14]=[CH:13][C:39]=2[CH3:40])=[CH:4][N:5]=[C:6]1[C:9]([NH2:11])=[O:10].